Dataset: NCI-60 drug combinations with 297,098 pairs across 59 cell lines. Task: Regression. Given two drug SMILES strings and cell line genomic features, predict the synergy score measuring deviation from expected non-interaction effect. (1) Drug 1: CC1=C2C(C(=O)C3(C(CC4C(C3C(C(C2(C)C)(CC1OC(=O)C(C(C5=CC=CC=C5)NC(=O)C6=CC=CC=C6)O)O)OC(=O)C7=CC=CC=C7)(CO4)OC(=O)C)O)C)OC(=O)C. Drug 2: C1CNP(=O)(OC1)N(CCCl)CCCl. Cell line: SK-MEL-28. Synergy scores: CSS=40.9, Synergy_ZIP=5.13, Synergy_Bliss=4.21, Synergy_Loewe=-2.74, Synergy_HSA=5.41. (2) Drug 1: CN1CCC(CC1)COC2=C(C=C3C(=C2)N=CN=C3NC4=C(C=C(C=C4)Br)F)OC. Drug 2: C1CNP(=O)(OC1)N(CCCl)CCCl. Cell line: OVCAR-8. Synergy scores: CSS=9.43, Synergy_ZIP=-1.32, Synergy_Bliss=4.75, Synergy_Loewe=-3.20, Synergy_HSA=3.97. (3) Drug 1: CCC1=CC2CC(C3=C(CN(C2)C1)C4=CC=CC=C4N3)(C5=C(C=C6C(=C5)C78CCN9C7C(C=CC9)(C(C(C8N6C)(C(=O)OC)O)OC(=O)C)CC)OC)C(=O)OC.C(C(C(=O)O)O)(C(=O)O)O. Drug 2: CCC1=C2CN3C(=CC4=C(C3=O)COC(=O)C4(CC)O)C2=NC5=C1C=C(C=C5)O. Cell line: HL-60(TB). Synergy scores: CSS=76.1, Synergy_ZIP=7.76, Synergy_Bliss=7.01, Synergy_Loewe=2.76, Synergy_HSA=8.43. (4) Drug 1: CNC(=O)C1=CC=CC=C1SC2=CC3=C(C=C2)C(=NN3)C=CC4=CC=CC=N4. Drug 2: CCCCCOC(=O)NC1=NC(=O)N(C=C1F)C2C(C(C(O2)C)O)O. Cell line: COLO 205. Synergy scores: CSS=-5.83, Synergy_ZIP=1.25, Synergy_Bliss=-1.30, Synergy_Loewe=-6.57, Synergy_HSA=-5.26. (5) Drug 1: CC1=C(C=C(C=C1)C(=O)NC2=CC(=CC(=C2)C(F)(F)F)N3C=C(N=C3)C)NC4=NC=CC(=N4)C5=CN=CC=C5. Drug 2: CC1=C2C(C(=O)C3(C(CC4C(C3C(C(C2(C)C)(CC1OC(=O)C(C(C5=CC=CC=C5)NC(=O)C6=CC=CC=C6)O)O)OC(=O)C7=CC=CC=C7)(CO4)OC(=O)C)O)C)OC(=O)C. Cell line: ACHN. Synergy scores: CSS=2.06, Synergy_ZIP=0.0742, Synergy_Bliss=0.0160, Synergy_Loewe=-5.96, Synergy_HSA=-3.55. (6) Drug 1: CC(CN1CC(=O)NC(=O)C1)N2CC(=O)NC(=O)C2. Drug 2: COC1=NC(=NC2=C1N=CN2C3C(C(C(O3)CO)O)O)N. Cell line: NCI-H226. Synergy scores: CSS=19.5, Synergy_ZIP=2.32, Synergy_Bliss=5.37, Synergy_Loewe=5.39, Synergy_HSA=5.00.